This data is from Catalyst prediction with 721,799 reactions and 888 catalyst types from USPTO. The task is: Predict which catalyst facilitates the given reaction. Reactant: Cl[CH2:2][CH2:3][CH2:4][CH2:5][C:6]1[C:14]2[C:9](=[CH:10][CH:11]=[C:12]([C:15]#[N:16])[CH:13]=2)[NH:8][CH:7]=1.[N:17]1([C:23]2[CH:24]=[CH:25][C:26]3[O:30][C:29]([C:31]([NH2:33])=[O:32])=[CH:28][C:27]=3[CH:34]=2)[CH2:22][CH2:21][NH:20][CH2:19][CH2:18]1.C(N(C(C)C)CC)(C)C.CN1CCCC1=O. Product: [CH:11]1[C:12]([C:15]#[N:16])=[CH:13][C:14]2[C:6]([CH2:5][CH2:4][CH2:3][CH2:2][N:20]3[CH2:21][CH2:22][N:17]([C:23]4[CH:24]=[CH:25][C:26]5[O:30][C:29]([C:31]([NH2:33])=[O:32])=[CH:28][C:27]=5[CH:34]=4)[CH2:18][CH2:19]3)=[CH:7][NH:8][C:9]=2[CH:10]=1. The catalyst class is: 192.